Dataset: Forward reaction prediction with 1.9M reactions from USPTO patents (1976-2016). Task: Predict the product of the given reaction. (1) Given the reactants [Br:1][C:2]1[N:7]=[C:6]2[C:8]([I:11])=[CH:9][NH:10][C:5]2=[N:4][CH:3]=1.[H-].[Na+].[C:14]1([CH3:24])[CH:19]=[CH:18][C:17]([S:20](Cl)(=[O:22])=[O:21])=[CH:16][CH:15]=1, predict the reaction product. The product is: [Br:1][C:2]1[N:7]=[C:6]2[C:8]([I:11])=[CH:9][N:10]([S:20]([C:17]3[CH:18]=[CH:19][C:14]([CH3:24])=[CH:15][CH:16]=3)(=[O:22])=[O:21])[C:5]2=[N:4][CH:3]=1. (2) Given the reactants [F:1][C:2]([F:22])([F:21])[O:3][C:4]1[CH:9]=[CH:8][C:7]([N:10]2[CH2:14][CH2:13][C:12]3([CH2:19][CH2:18][NH:17][CH2:16][CH2:15]3)[C:11]2=[O:20])=[CH:6][CH:5]=1.Br[C:24]1[C:25]([F:31])=[N:26][CH:27]=[C:28]([CH3:30])[CH:29]=1, predict the reaction product. The product is: [F:31][C:25]1[C:24]([N:17]2[CH2:16][CH2:15][C:12]3([C:11](=[O:20])[N:10]([C:7]4[CH:8]=[CH:9][C:4]([O:3][C:2]([F:1])([F:21])[F:22])=[CH:5][CH:6]=4)[CH2:14][CH2:13]3)[CH2:19][CH2:18]2)=[CH:29][C:28]([CH3:30])=[CH:27][N:26]=1. (3) Given the reactants [Cl:1][C:2]1[CH:7]=[C:6]([NH:8][C:9]2[CH:14]=[CH:13][CH:12]=[C:11]([N+:15]([O-:17])=[O:16])[CH:10]=2)[CH:5]=[CH:4][N:3]=1.CCN(CC)CC.[O:25](C(OC(C)(C)C)=O)[C:26]([O:28][C:29]([CH3:32])([CH3:31])[CH3:30])=O, predict the reaction product. The product is: [Cl:1][C:2]1[CH:7]=[C:6]([N:8]([C:9]2[CH:14]=[CH:13][CH:12]=[C:11]([N+:15]([O-:17])=[O:16])[CH:10]=2)[C:26](=[O:25])[O:28][C:29]([CH3:32])([CH3:31])[CH3:30])[CH:5]=[CH:4][N:3]=1. (4) Given the reactants Cl[CH2:2][C:3]([C:5]1[CH:10]=[CH:9][C:8]([OH:11])=[C:7]([F:12])[CH:6]=1)=[O:4].[F:13][C:14]1[CH:15]=[C:16]([C:20]2([OH:26])[CH2:25][CH2:24][NH:23][CH2:22][CH2:21]2)[CH:17]=[CH:18][CH:19]=1, predict the reaction product. The product is: [F:12][C:7]1[CH:6]=[C:5]([C:3](=[O:4])[CH2:2][N:23]2[CH2:22][CH2:21][C:20]([C:16]3[CH:17]=[CH:18][CH:19]=[C:14]([F:13])[CH:15]=3)([OH:26])[CH2:25][CH2:24]2)[CH:10]=[CH:9][C:8]=1[OH:11]. (5) Given the reactants [CH:1]1[C:9]2[C:8]3[CH:10]=[CH:11][CH:12]=[CH:13][C:7]=3[O:6][C:5]=2[CH:4]=[CH:3][C:2]=1[C:14]([OH:16])=O.[CH2:17]([O:19][C:20](=[O:30])[CH:21]=[CH:22][C:23]1[CH:28]=[CH:27][CH:26]=[C:25]([NH2:29])[CH:24]=1)[CH3:18], predict the reaction product. The product is: [CH2:17]([O:19][C:20](=[O:30])[CH:21]=[CH:22][C:23]1[CH:28]=[CH:27][CH:26]=[C:25]([NH:29][C:14]([C:2]2[CH:3]=[CH:4][C:5]3[O:6][C:7]4[CH:13]=[CH:12][CH:11]=[CH:10][C:8]=4[C:9]=3[CH:1]=2)=[O:16])[CH:24]=1)[CH3:18]. (6) Given the reactants [OH:1][C:2]1[C:31](OC)=[CH:30][C:5]2[N:6]([C:9]3[S:13][C:12]([C:14]([O:16][CH3:17])=[O:15])=[C:11]([O:18][CH2:19][C:20]4[CH:25]=[CH:24][CH:23]=[CH:22][C:21]=4[C:26]([F:29])([F:28])[F:27])[CH:10]=3)[CH:7]=[N:8][C:4]=2[CH:3]=1.CC([Si](C1C=CC=CC=1)(C1C=CC=CC=1)OC1C=CC2N(C3SC(C(OC)=O)=C(OCC4C=CC=CC=4C(F)(F)F)C=3)C=NC=2C=1)(C)C.[F-].C([N+](CCCC)(CCCC)CCCC)CCC, predict the reaction product. The product is: [OH:1][C:2]1[CH:31]=[CH:30][C:5]2[N:6]([C:9]3[S:13][C:12]([C:14]([O:16][CH3:17])=[O:15])=[C:11]([O:18][CH2:19][C:20]4[CH:25]=[CH:24][CH:23]=[CH:22][C:21]=4[C:26]([F:27])([F:29])[F:28])[CH:10]=3)[CH:7]=[N:8][C:4]=2[CH:3]=1. (7) The product is: [CH3:1][C:2]1[C:10]([N+:21]([O-:23])=[O:22])=[C:9]([CH3:11])[CH:8]=[C:7]2[C:3]=1[CH2:4][CH2:5][N:6]2[C:12](=[O:20])[CH2:13][C:14]1[CH:19]=[CH:18][CH:17]=[CH:16][N:15]=1. Given the reactants [CH3:1][C:2]1[CH:10]=[C:9]([CH3:11])[CH:8]=[C:7]2[C:3]=1[CH2:4][CH2:5][N:6]2[C:12](=[O:20])[CH2:13][C:14]1[CH:19]=[CH:18][CH:17]=[CH:16][N:15]=1.[N+:21]([O-])([OH:23])=[O:22].C(=O)([O-])[O-].[K+].[K+], predict the reaction product. (8) Given the reactants [CH3:1][CH:2]([CH3:11])[C:3](=O)[CH2:4][C:5]([O:7][CH2:8][CH3:9])=[O:6].[C:12]([O-:15])(=O)[CH3:13].[NH4+:16], predict the reaction product. The product is: [CH2:8]([O:7][C:5]([C:4]1[C:3]([CH:2]([CH3:11])[CH3:1])=[CH:13][C:12](=[O:15])[NH:16][C:1]=1[CH:2]([CH3:11])[CH3:3])=[O:6])[CH3:9]. (9) Given the reactants [F:1][C:2]1[CH:3]=[C:4]2[C:8](=[CH:9][CH:10]=1)[NH:7][C:6](=[O:11])[CH2:5]2.[O:12]=[C:13]1[C:18]2=[CH:19][NH:20][C:21]([CH:22]=O)=[C:17]2[CH2:16][CH2:15][O:14]1, predict the reaction product. The product is: [F:1][C:2]1[CH:3]=[C:4]2[C:8](=[CH:9][CH:10]=1)[NH:7][C:6](=[O:11])[C:5]2=[CH:22][C:21]1[NH:20][CH:19]=[C:18]2[C:13](=[O:12])[O:14][CH2:15][CH2:16][C:17]=12.